Dataset: Catalyst prediction with 721,799 reactions and 888 catalyst types from USPTO. Task: Predict which catalyst facilitates the given reaction. (1) Reactant: C([N:8]1[CH2:14][C:13]([CH2:18][C:19]2[CH:24]=[CH:23][CH:22]=[CH:21][CH:20]=2)([N+:15]([O-])=O)[CH2:12][N:11](CC2C=CC=CC=2)[CH2:10][CH2:9]1)C1C=CC=CC=1.C([O-])=O.[NH4+].CCOC(C)=O. Product: [CH2:18]([C:13]1([NH2:15])[CH2:14][NH:8][CH2:9][CH2:10][NH:11][CH2:12]1)[C:19]1[CH:20]=[CH:21][CH:22]=[CH:23][CH:24]=1. The catalyst class is: 19. (2) Reactant: [Br:1][C:2]1[CH:34]=[CH:33][C:32]([F:35])=[CH:31][C:3]=1[O:4][CH:5]1[CH2:10][CH2:9][N:8]([C:11]2[S:12][C:13]3[C:18](=[O:19])[N:17](COC)[C:16]([CH2:23][CH:24]([OH:29])[C:25]([O:27]C)=[O:26])=[N:15][C:14]=3[N:30]=2)[CH2:7][CH2:6]1.B(Br)(Br)Br. Product: [Br:1][C:2]1[CH:34]=[CH:33][C:32]([F:35])=[CH:31][C:3]=1[O:4][CH:5]1[CH2:10][CH2:9][N:8]([C:11]2[S:12][C:13]3[C:18](=[O:19])[NH:17][C:16]([CH2:23][CH:24]([OH:29])[C:25]([OH:27])=[O:26])=[N:15][C:14]=3[N:30]=2)[CH2:7][CH2:6]1. The catalyst class is: 4. (3) The catalyst class is: 4. Reactant: [C:1]12[C:12]([O:13][CH:14]3[CH2:19][CH2:18][CH:17]([NH:20]C(=O)OC(C)(C)C)[CH2:16][CH2:15]3)=[CH:11][CH:10]=[CH:9][C:8]=1[S:7][C:6]1[CH2:5][CH2:4][CH2:3][C:2]2=1.Cl.C(=O)([O-])[O-].[Na+].[Na+]. Product: [C:1]12[C:12]([O:13][CH:14]3[CH2:19][CH2:18][CH:17]([NH2:20])[CH2:16][CH2:15]3)=[CH:11][CH:10]=[CH:9][C:8]=1[S:7][C:6]1[CH2:5][CH2:4][CH2:3][C:2]2=1. (4) Reactant: [F:1][CH:2]([F:39])[C:3]1[N:29](S(C2C=CC=CC=2)(=O)=O)[C:6]2=[N:7][CH:8]=[CH:9][C:10]([C:11]3[CH:16]=[CH:15][C:14]([S:17]([NH:20][CH:21]4[CH2:26][CH2:25][S:24](=[O:28])(=[O:27])[CH2:23][CH2:22]4)(=[O:19])=[O:18])=[CH:13][CH:12]=3)=[C:5]2[CH:4]=1.CCCC[N+](CCCC)(CCCC)CCCC.[F-].C(Cl)Cl.[Cl-].[NH4+]. Product: [F:39][CH:2]([F:1])[C:3]1[NH:29][C:6]2=[N:7][CH:8]=[CH:9][C:10]([C:11]3[CH:16]=[CH:15][C:14]([S:17]([NH:20][CH:21]4[CH2:26][CH2:25][S:24](=[O:27])(=[O:28])[CH2:23][CH2:22]4)(=[O:19])=[O:18])=[CH:13][CH:12]=3)=[C:5]2[CH:4]=1. The catalyst class is: 1.